This data is from Forward reaction prediction with 1.9M reactions from USPTO patents (1976-2016). The task is: Predict the product of the given reaction. The product is: [C:1]([C:9]1[CH:10]=[N:11][C:12]2[C:17]([C:18]=1[C:19]1[CH:20]=[C:21]([NH:25][C:26]([NH:28][C:29]3[CH:30]=[C:31]([CH:36]=[CH:37][CH:38]=3)[C:32]([OH:34])=[O:33])=[O:27])[CH:22]=[CH:23][CH:24]=1)=[CH:16][CH:15]=[CH:14][C:13]=2[C:39]([F:42])([F:40])[F:41])(=[O:8])[C:2]1[CH:7]=[CH:6][CH:5]=[CH:4][CH:3]=1. Given the reactants [C:1]([C:9]1[CH:10]=[N:11][C:12]2[C:17]([C:18]=1[C:19]1[CH:20]=[C:21]([NH:25][C:26]([NH:28][C:29]3[CH:30]=[C:31]([CH:36]=[CH:37][CH:38]=3)[C:32]([O:34]C)=[O:33])=[O:27])[CH:22]=[CH:23][CH:24]=1)=[CH:16][CH:15]=[CH:14][C:13]=2[C:39]([F:42])([F:41])[F:40])(=[O:8])[C:2]1[CH:7]=[CH:6][CH:5]=[CH:4][CH:3]=1.[Li+].[OH-], predict the reaction product.